Dataset: Catalyst prediction with 721,799 reactions and 888 catalyst types from USPTO. Task: Predict which catalyst facilitates the given reaction. Reactant: [N+:1]([C:4]1[CH:5]=[C:6]([C:14]([F:17])([F:16])[F:15])[C:7]2[CH2:11][O:10][B:9]([OH:12])[C:8]=2[CH:13]=1)([O-])=O.C([O-])(O)=O.[Na+].CCOC(C)=O. Product: [NH2:1][C:4]1[CH:5]=[C:6]([C:14]([F:16])([F:17])[F:15])[C:7]2[CH2:11][O:10][B:9]([OH:12])[C:8]=2[CH:13]=1. The catalyst class is: 284.